From a dataset of Catalyst prediction with 721,799 reactions and 888 catalyst types from USPTO. Predict which catalyst facilitates the given reaction. (1) Reactant: NOS(O)(=O)=O.C(OC(=O)[NH:13][CH2:14][CH2:15][C:16](=[S:23])[N:17]=[C:18]([N:20](C)C)[CH3:19])(C)(C)C.N1C=CC=CC=1.Cl. Product: [CH3:19][C:18]1[N:17]=[C:16]([CH2:15][CH2:14][NH2:13])[S:23][N:20]=1. The catalyst class is: 645. (2) Reactant: C[O:2][C:3]([C:5]1[CH:10]=[C:9]([Br:11])[C:8](=[O:12])[N:7]([CH2:13][C:14]2[S:15][CH:16]=[CH:17][N:18]=2)[C:6]=1[CH2:19][N:20]([CH2:31][C:32]([O:34][CH3:35])=[O:33])S(C1C=CC(C)=CC=1)(=O)=O)=O.C[O-].[Na+].Cl. Product: [CH3:35][O:34][C:32]([C:31]1[C:3]([OH:2])=[C:5]2[C:6](=[CH:19][N:20]=1)[N:7]([CH2:13][C:14]1[S:15][CH:16]=[CH:17][N:18]=1)[C:8](=[O:12])[C:9]([Br:11])=[CH:10]2)=[O:33]. The catalyst class is: 430.